From a dataset of Full USPTO retrosynthesis dataset with 1.9M reactions from patents (1976-2016). Predict the reactants needed to synthesize the given product. Given the product [CH3:26][N:23]1[CH2:22][CH2:21][N:20]([C:18]([C:15]2[CH:14]=[CH:13][C:12]([C:9]3[CH:10]=[CH:11][C:6]4[N:7]([C:3]([C:1]#[C:2][C:28]5[CH:29]=[C:30]([CH3:34])[CH:31]=[CH:32][CH:33]=5)=[CH:4][N:5]=4)[N:8]=3)=[CH:17][CH:16]=2)=[O:19])[CH2:25][CH2:24]1, predict the reactants needed to synthesize it. The reactants are: [C:1]([C:3]1[N:7]2[N:8]=[C:9]([C:12]3[CH:17]=[CH:16][C:15]([C:18]([N:20]4[CH2:25][CH2:24][N:23]([CH3:26])[CH2:22][CH2:21]4)=[O:19])=[CH:14][CH:13]=3)[CH:10]=[CH:11][C:6]2=[N:5][CH:4]=1)#[CH:2].I[C:28]1[CH:33]=[CH:32][CH:31]=[C:30]([CH3:34])[CH:29]=1.